This data is from Forward reaction prediction with 1.9M reactions from USPTO patents (1976-2016). The task is: Predict the product of the given reaction. (1) Given the reactants Cl[C:2]1[N:3]=[C:4]([O:25][CH:26]2[CH2:31][CH2:30][O:29][CH2:28][CH2:27]2)[C:5]2[C:10]([C:11]3[CH:12]=[N:13][N:14]([CH3:16])[CH:15]=3)=[CH:9][N:8]([CH2:17][O:18][CH2:19][CH2:20][Si:21]([CH3:24])([CH3:23])[CH3:22])[C:6]=2[N:7]=1.[NH2:32][C:33]1[CH:43]=[CH:42][C:36]([C:37]([N:39]([CH3:41])[CH3:40])=[O:38])=[CH:35][C:34]=1[CH3:44].C(=O)([O-])[O-].[Cs+].[Cs+].C1(P(C2C=CC=CC=2)C2C=CC3C(=CC=CC=3)C=2C2C3C(=CC=CC=3)C=CC=2P(C2C=CC=CC=2)C2C=CC=CC=2)C=CC=CC=1, predict the reaction product. The product is: [CH3:41][N:39]([CH3:40])[C:37](=[O:38])[C:36]1[CH:42]=[CH:43][C:33]([NH:32][C:2]2[N:3]=[C:4]([O:25][CH:26]3[CH2:31][CH2:30][O:29][CH2:28][CH2:27]3)[C:5]3[C:10]([C:11]4[CH:12]=[N:13][N:14]([CH3:16])[CH:15]=4)=[CH:9][N:8]([CH2:17][O:18][CH2:19][CH2:20][Si:21]([CH3:24])([CH3:23])[CH3:22])[C:6]=3[N:7]=2)=[C:34]([CH3:44])[CH:35]=1. (2) Given the reactants [CH2:1]([C:3]1[C:12]([C:13]2[S:17][C:16]([C:18]3[CH:19]=[CH:20][C:21](CC(C)C)=[C:22]([CH:25]=3)[C:23]#[N:24])=[N:15]N=2)=[CH:11][CH:10]=[C:9]2[C:4]=1[CH2:5][CH2:6][NH:7][CH2:8]2)[CH3:2].[CH2:30]1[CH2:40]CN2C(=NCCC2)C[CH2:31]1.[C:41]([O:45]CC)(=[O:44])[CH:42]=[CH2:43].[OH-:48].[Li+].[C:50](#N)C, predict the reaction product. The product is: [C:23]([C:22]1[CH:25]=[C:18]([C:16]2[S:17][C:13]([C:12]3[C:3]([CH2:1][CH3:2])=[C:4]4[C:9](=[CH:10][CH:11]=3)[CH2:8][N:7]([CH2:43][CH2:42][C:41]([OH:45])=[O:44])[CH2:6][CH2:5]4)=[CH:50][N:15]=2)[CH:19]=[CH:20][C:21]=1[O:48][CH:30]([CH3:40])[CH3:31])#[N:24]. (3) Given the reactants O=[C:2]1[CH2:7][CH2:6][N:5]([C:8]([O:10][C:11]([CH3:14])([CH3:13])[CH3:12])=[O:9])[CH2:4][CH2:3]1.[CH2:15]([NH2:17])[CH3:16], predict the reaction product. The product is: [CH2:15]([NH:17][CH:2]1[CH2:7][CH2:6][N:5]([C:8]([O:10][C:11]([CH3:14])([CH3:13])[CH3:12])=[O:9])[CH2:4][CH2:3]1)[CH3:16]. (4) Given the reactants C([O:8][C:9](=[O:56])[CH2:10][CH:11]([NH:36][C:37](=[O:55])[CH:38]([P:47]([O:52]CC)([O:49]CC)=[O:48])[CH2:39][CH2:40][C:41]1[CH:46]=[CH:45][CH:44]=[CH:43][CH:42]=1)[C:12]([NH:14][CH:15]([C:26]([O:28]CC1C=CC=CC=1)=[O:27])[CH2:16][C:17]1[C:25]2[C:20](=[CH:21][CH:22]=[CH:23][CH:24]=2)[NH:19][CH:18]=1)=[O:13])C1C=CC=CC=1.C[Si](Br)(C)C, predict the reaction product. The product is: [C:26]([CH:15]([NH:14][C:12](=[O:13])[CH:11]([NH:36][C:37](=[O:55])[CH:38]([P:47]([OH:52])([OH:49])=[O:48])[CH2:39][CH2:40][C:41]1[CH:46]=[CH:45][CH:44]=[CH:43][CH:42]=1)[CH2:10][C:9]([OH:56])=[O:8])[CH2:16][C:17]1[C:25]2[C:20](=[CH:21][CH:22]=[CH:23][CH:24]=2)[NH:19][CH:18]=1)([OH:28])=[O:27]. (5) Given the reactants [N:1]1([C:7](=[O:9])[CH3:8])[CH2:6][CH2:5][NH:4][CH2:3][CH2:2]1.[C:10](=O)([O:19]N1C(=O)CCC1=O)[O:11][N:12]1[C:16](=[O:17])[CH2:15][CH2:14][C:13]1=[O:18].C(N(CC)CC)C, predict the reaction product. The product is: [C:7]([N:1]1[CH2:6][CH2:5][N:4]([C:10]([O:11][N:12]2[C:16](=[O:17])[CH2:15][CH2:14][C:13]2=[O:18])=[O:19])[CH2:3][CH2:2]1)(=[O:9])[CH3:8]. (6) Given the reactants C([C:3]1[CH:20]=[CH:19][C:6]([O:7][C:8]2[CH:18]=[CH:17][C:11]([C:12]([O:14][CH2:15][CH3:16])=[O:13])=[CH:10][CH:9]=2)=[CH:5][C:4]=1[B:21]1[O:25]C(C)(C)[C:23](C)(C)[O:22]1)=O.[BH4-].[Na+].Cl, predict the reaction product. The product is: [OH:25][B:21]1[C:4]2[CH:5]=[C:6]([O:7][C:8]3[CH:9]=[CH:10][C:11]([C:12]([O:14][CH2:15][CH3:16])=[O:13])=[CH:17][CH:18]=3)[CH:19]=[CH:20][C:3]=2[CH2:23][O:22]1. (7) Given the reactants [N:1]1[CH:6]=[CH:5][CH:4]=[C:3]([C:7]2[S:8][C:9]([NH2:12])=[CH:10][N:11]=2)[CH:2]=1.[Cl:13]N1C(=O)CCC1=O, predict the reaction product. The product is: [ClH:13].[Cl:13][C:10]1[N:11]=[C:7]([C:3]2[CH:2]=[N:1][CH:6]=[CH:5][CH:4]=2)[S:8][C:9]=1[NH2:12]. (8) The product is: [Si:1]([O:8][CH2:9][C:10]1[CH:18]=[CH:17][C:13]([C:14]([Cl:21])=[O:15])=[CH:12][CH:11]=1)([C:4]([CH3:7])([CH3:6])[CH3:5])([CH3:3])[CH3:2]. Given the reactants [Si:1]([O:8][CH2:9][C:10]1[CH:18]=[CH:17][C:13]([C:14](O)=[O:15])=[CH:12][CH:11]=1)([C:4]([CH3:7])([CH3:6])[CH3:5])([CH3:3])[CH3:2].S(Cl)([Cl:21])=O, predict the reaction product. (9) Given the reactants C(O[C:6](=[O:30])[NH:7][C@H:8]1[CH2:13][CH2:12][C@H:11]([CH:14]2[CH2:27][C:26]3[C:25]4[C:20](=[CH:21][CH:22]=[C:23]([O:28][CH3:29])[CH:24]=4)[N:19]=[CH:18][C:17]=3[O:16][CH2:15]2)[CH2:10][CH2:9]1)(C)(C)C.[O:31]=[C:32]1[CH2:37][S:36][C:35]2[CH:38]=[CH:39][C:40](C(O)=O)=[N:41][C:34]=2[NH:33]1, predict the reaction product. The product is: [CH3:29][O:28][C:23]1[CH:24]=[C:25]2[C:20](=[CH:21][CH:22]=1)[N:19]=[CH:18][C:17]1[O:16][CH2:15][CH:14]([C@H:11]3[CH2:12][CH2:13][C@H:8]([NH:7][C:6]([C:40]4[CH:39]=[CH:38][C:35]5[S:36][CH2:37][C:32](=[O:31])[NH:33][C:34]=5[N:41]=4)=[O:30])[CH2:9][CH2:10]3)[CH2:27][C:26]2=1.